This data is from Forward reaction prediction with 1.9M reactions from USPTO patents (1976-2016). The task is: Predict the product of the given reaction. (1) Given the reactants [F-].[C:2]([NH:5][C:6]1[CH:7]=[C:8]2[C:13](=[CH:14][N:15]=1)[CH:12]=[N+:11]([CH3:16])[C:10]1[CH:17]=[C:18]([Cl:21])[CH:19]=[CH:20][C:9]2=1)(=[O:4])[CH3:3].[BH4-].[Na+], predict the reaction product. The product is: [Cl:21][C:18]1[CH:19]=[CH:20][C:9]2[C:8]3[C:13](=[CH:14][N:15]=[C:6]([NH:5][C:2](=[O:4])[CH3:3])[CH:7]=3)[CH2:12][N:11]([CH3:16])[C:10]=2[CH:17]=1. (2) Given the reactants [CH3:1][C:2]1[C:3]([NH:8][C:9]2[C:18]3[C:13](=[CH:14][CH:15]=[C:16](I)[CH:17]=3)[N:12]=[CH:11][CH:10]=2)=[N:4][NH:5][C:6]=1[CH3:7].C(=O)([O-])[O-].[Na+].[Na+].[O:26]1[CH2:30][CH2:29][CH:28]([SH:31])[CH2:27]1, predict the reaction product. The product is: [CH3:1][C:2]1[C:3]([NH:8][C:9]2[C:18]3[C:13](=[CH:14][CH:15]=[C:16]([S:31][CH:28]4[CH2:29][CH2:30][O:26][CH2:27]4)[CH:17]=3)[N:12]=[CH:11][CH:10]=2)=[N:4][NH:5][C:6]=1[CH3:7]. (3) Given the reactants [F:1][C:2]([F:37])([F:36])[C:3]([C:9]1[CH:10]=[CH:11][C:12]([N:21]2[CH2:26][CH2:25][CH:24]([S:27]([C:30]3[CH:35]=[CH:34][CH:33]=[CH:32][CH:31]=3)(=[O:29])=[O:28])[CH2:23][CH2:22]2)=[C:13]([C:15]#[C:16][CH:17]([OH:20])[CH2:18][CH3:19])[CH:14]=1)([OH:8])[C:4]([F:7])([F:6])[F:5].[H-].[Na+].[CH3:40]I, predict the reaction product. The product is: [F:37][C:2]([F:1])([F:36])[C:3]([C:9]1[CH:10]=[CH:11][C:12]([N:21]2[CH2:22][CH2:23][CH:24]([S:27]([C:30]3[CH:35]=[CH:34][CH:33]=[CH:32][CH:31]=3)(=[O:28])=[O:29])[CH2:25][CH2:26]2)=[C:13]([C:15]#[C:16][CH:17]([O:20][CH3:40])[CH2:18][CH3:19])[CH:14]=1)([OH:8])[C:4]([F:7])([F:6])[F:5]. (4) Given the reactants C([O:3][C:4](=[O:43])[CH:5]([C:10]1[CH:11]=[C:12]([C:33]2[CH:38]=[CH:37][C:36]([C:39]([F:42])([F:41])[F:40])=[CH:35][CH:34]=2)[CH:13]=[C:14]([CH:16]2[CH2:21][CH2:20][CH2:19][N:18]([CH2:22][C:23]3[CH:32]=[CH:31][C:30]4[C:25](=[CH:26][CH:27]=[CH:28][CH:29]=4)[CH:24]=3)[CH2:17]2)[CH:15]=1)[CH2:6][CH:7]([CH3:9])[CH3:8])C.[OH-].[K+], predict the reaction product. The product is: [CH3:8][CH:7]([CH3:9])[CH2:6][CH:5]([C:10]1[CH:11]=[C:12]([C:33]2[CH:34]=[CH:35][C:36]([C:39]([F:42])([F:40])[F:41])=[CH:37][CH:38]=2)[CH:13]=[C:14]([CH:16]2[CH2:21][CH2:20][CH2:19][N:18]([CH2:22][C:23]3[CH:32]=[CH:31][C:30]4[C:25](=[CH:26][CH:27]=[CH:28][CH:29]=4)[CH:24]=3)[CH2:17]2)[CH:15]=1)[C:4]([OH:43])=[O:3]. (5) Given the reactants [CH3:1][O:2][C:3]1[CH:8]=[C:7]([O:9][CH3:10])[CH:6]=[CH:5][C:4]=1[C:11]1[N:12]([NH2:30])[C:13]([S:16][CH2:17][C:18]([C:20]2[CH:29]=[CH:28][C:23]3[NH:24][C:25](=[O:27])[O:26][C:22]=3[CH:21]=2)=O)=[N:14][N:15]=1.ClCC(C1C=CC2NC(=O)OC=2C=1)=O.NN1C(C2C=CC(OC)=CC=2OC)=NN=C1S, predict the reaction product. The product is: [O:27]=[C:25]1[NH:24][C:23]2[CH:28]=[CH:29][C:20]([C:18]3[CH2:17][S:16][C:13]4=[N:14][N:15]=[C:11]([C:4]5[CH:5]=[CH:6][C:7]([O:9][CH3:10])=[CH:8][C:3]=5[O:2][CH3:1])[N:12]4[N:30]=3)=[CH:21][C:22]=2[O:26]1. (6) Given the reactants [C:1]([N:5]1[CH2:10][CH2:9][C:8](=[O:11])[CH2:7][CH2:6]1)([CH3:4])([CH3:3])[CH3:2].CC1C(C)=C(C)[SiH](C)[SiH-](C)(C)C=1.[Li+].[F:25][C:26]([F:46])([F:45])[S:27](N(C1C=CC(Cl)=CN=1)[S:27]([C:26]([F:46])([F:45])[F:25])(=[O:29])=[O:28])(=[O:29])=[O:28], predict the reaction product. The product is: [C:1]([N:5]1[CH2:10][CH:9]=[C:8]([O:11][S:27]([C:26]([F:46])([F:45])[F:25])(=[O:29])=[O:28])[CH2:7][CH2:6]1)([CH3:4])([CH3:2])[CH3:3]. (7) Given the reactants Br[C:2]1[CH:7]=[CH:6][C:5]([C@H:8]([C:19]2[CH:24]=[CH:23][CH:22]=[CH:21][C:20]=2[CH3:25])[CH2:9][C:10]([C:12]2[CH:17]=[CH:16][N:15]=[C:14]([CH3:18])[CH:13]=2)=[O:11])=[CH:4][CH:3]=1.[OH-:26].[K+].C(P(C(C)(C)C)C1C=CC=CC=1C1C(C(C)C)=CC(C(C)C)=CC=1C(C)C)(C)(C)C.[Cl-].[NH4+], predict the reaction product. The product is: [OH:26][C:2]1[CH:7]=[CH:6][C:5]([C@H:8]([C:19]2[CH:24]=[CH:23][CH:22]=[CH:21][C:20]=2[CH3:25])[CH2:9][C:10]([C:12]2[CH:17]=[CH:16][N:15]=[C:14]([CH3:18])[CH:13]=2)=[O:11])=[CH:4][CH:3]=1.